This data is from Catalyst prediction with 721,799 reactions and 888 catalyst types from USPTO. The task is: Predict which catalyst facilitates the given reaction. (1) Reactant: [CH2:1]([C:5]1[N:10]2[N:11]=[CH:12][N:13]=[C:9]2[N:8]([C@H:14]2[CH2:19][CH2:18][C@H:17]([O:20][CH:21]([CH3:25])[CH:22]([OH:24])[CH3:23])[CH2:16][CH2:15]2)[C:7](=[O:26])[C:6]=1[CH2:27][C:28]1[CH:33]=[CH:32][C:31]([C:34]2[C:35]([C:40]#[N:41])=[CH:36][CH:37]=[CH:38][CH:39]=2)=[CH:30][CH:29]=1)[CH2:2][CH2:3][CH3:4].[CH3:42]C(OI1(OC(C)=O)(OC(C)=O)OC(=O)C2C1=CC=CC=2)=O.C(=O)([O-])O.[Na+].S([O-])([O-])(=O)=S.[Na+].[Na+]. Product: [CH2:1]([C:5]1[N:10]2[N:11]=[CH:12][N:13]=[C:9]2[N:8]([C@H:14]2[CH2:19][CH2:18][C@H:17]([O:20][CH:21]([CH3:25])[C:22]([OH:24])([CH3:42])[CH3:23])[CH2:16][CH2:15]2)[C:7](=[O:26])[C:6]=1[CH2:27][C:28]1[CH:33]=[CH:32][C:31]([C:34]2[C:35]([C:40]#[N:41])=[CH:36][CH:37]=[CH:38][CH:39]=2)=[CH:30][CH:29]=1)[CH2:2][CH2:3][CH3:4]. The catalyst class is: 10. (2) Reactant: Cl[C:2]1[N:7]=[N:6][C:5]2[NH:8][CH:9]=[CH:10][C:4]=2[CH:3]=1.C(=O)([O-])[O-].[Cs+].[Cs+].O1[CH2:22][CH2:21]OCC1. Product: [CH3:2][N:7]1[CH:22]=[C:21]([C:2]2[N:7]=[N:6][C:5]3[NH:8][CH:9]=[CH:10][C:4]=3[CH:3]=2)[CH:5]=[N:6]1. The catalyst class is: 73. (3) Reactant: O1CCCCC1[N:7]1[C:15]2[C:10](=[CH:11][C:12]([C:16]3[CH:17]=[C:18]4[C:24]([C:25]([F:28])([F:27])[F:26])=[N:23][NH:22][C:19]4=[N:20][CH:21]=3)=[CH:13][CH:14]=2)[C:9]([C:29]2[N:34]=[C:33]([N:35]3[CH2:40][CH2:39][CH:38]([NH:41]C(=O)OC(C)(C)C)[CH2:37][CH2:36]3)[CH:32]=[N:31][CH:30]=2)=[N:8]1.Cl. Product: [F:28][C:25]([F:26])([F:27])[C:24]1[C:18]2[C:19](=[N:20][CH:21]=[C:16]([C:12]3[CH:11]=[C:10]4[C:15](=[CH:14][CH:13]=3)[NH:7][N:8]=[C:9]4[C:29]3[N:34]=[C:33]([N:35]4[CH2:40][CH2:39][CH:38]([NH2:41])[CH2:37][CH2:36]4)[CH:32]=[N:31][CH:30]=3)[CH:17]=2)[NH:22][N:23]=1. The catalyst class is: 12. (4) Reactant: [C:1]([O:5][C:6]([N:8]1[CH2:12][CH2:11][C@H:10]([NH:13][CH:14]2[CH2:19][CH2:18][N:17]([CH3:20])[CH2:16][CH2:15]2)[CH2:9]1)=[O:7])([CH3:4])([CH3:3])[CH3:2].[CH2:21]=O. Product: [C:1]([O:5][C:6]([N:8]1[CH2:12][CH2:11][C@H:10]([N:13]([CH3:21])[CH:14]2[CH2:19][CH2:18][N:17]([CH3:20])[CH2:16][CH2:15]2)[CH2:9]1)=[O:7])([CH3:4])([CH3:3])[CH3:2]. The catalyst class is: 1. (5) Reactant: [F:1][C:2]1[CH:18]=[CH:17][CH:16]=[CH:15][C:3]=1[CH2:4][CH:5]1[CH2:10][CH:9]([C:11]([O:13][CH3:14])=[O:12])[CH2:8][CH2:7][NH:6]1.CCN(C(C)C)C(C)C.Cl[C:29]([O:31][CH3:32])=[O:30]. Product: [F:1][C:2]1[CH:18]=[CH:17][CH:16]=[CH:15][C:3]=1[CH2:4][CH:5]1[CH2:10][CH:9]([C:11]([O:13][CH3:14])=[O:12])[CH2:8][CH2:7][N:6]1[C:29]([O:31][CH3:32])=[O:30]. The catalyst class is: 2. (6) Reactant: F[C:2]1[C:3]([C:16]2[CH:21]=[CH:20][CH:19]=[CH:18][CH:17]=2)=[C:4]([CH3:15])[C:5]([C:13]#[N:14])=[C:6]2[C:10]=1[O:9][C:8]([NH:11][CH3:12])=[N:7]2.[CH2:22]([N:24]([CH2:27]C)[CH2:25][CH3:26])C.C[NH:30][C@H:31]1CCN[CH2:32]1. Product: [CH3:27][N:24]([CH3:22])[C@H:25]1[CH2:32][CH2:31][N:30]([C:2]2[C:3]([C:16]3[CH:21]=[CH:20][CH:19]=[CH:18][CH:17]=3)=[C:4]([CH3:15])[C:5]([C:13]#[N:14])=[C:6]3[C:10]=2[O:9][C:8]([NH:11][CH3:12])=[N:7]3)[CH2:26]1. The catalyst class is: 633.